This data is from Catalyst prediction with 721,799 reactions and 888 catalyst types from USPTO. The task is: Predict which catalyst facilitates the given reaction. (1) Reactant: [C:1](=O)(O)[O-].[Na+].[S:6]([O-:9])([O-])=[O:7].[Na+].[Na+].[O:12]=[C:13]1[C:22]2[C:17](=[CH:18][CH:19]=[CH:20][CH:21]=2)[C:16]([C:23]([OH:25])=[O:24])=[CH:15][NH:14]1.Cl. Product: [CH3:1][S:6]([C:20]1[CH:21]=[C:22]2[C:17]([C:16]([C:23]([OH:25])=[O:24])=[CH:15][NH:14][C:13]2=[O:12])=[CH:18][CH:19]=1)(=[O:9])=[O:7]. The catalyst class is: 6. (2) Reactant: [OH-].[K+].[C:3]([C:6]1[N:11]=[C:10]([C:12]2[CH:17]=[CH:16][C:15]([C:18]3[CH:23]=[CH:22][C:21]([CH2:24][C:25]([NH:27][CH2:28][CH2:29][C:30]([O:32]CC)=[O:31])=[O:26])=[CH:20][C:19]=3[Cl:35])=[CH:14][CH:13]=2)[C:9]([CH3:36])=[N:8][C:7]=1[CH3:37])(=[O:5])[NH2:4]. Product: [C:3]([C:6]1[N:11]=[C:10]([C:12]2[CH:17]=[CH:16][C:15]([C:18]3[CH:23]=[CH:22][C:21]([CH2:24][C:25]([NH:27][CH2:28][CH2:29][C:30]([OH:32])=[O:31])=[O:26])=[CH:20][C:19]=3[Cl:35])=[CH:14][CH:13]=2)[C:9]([CH3:36])=[N:8][C:7]=1[CH3:37])(=[O:5])[NH2:4]. The catalyst class is: 218. (3) Product: [F:16][C:17]1[C:24]([F:25])=[CH:23][CH:22]=[CH:21][C:18]=1[CH2:19][S:9][C:4]1[N:5]=[C:6]([NH2:8])[CH:7]=[C:2]([NH2:1])[N:3]=1. The catalyst class is: 16. Reactant: [NH2:1][C:2]1[CH:7]=[C:6]([NH2:8])[N:5]=[C:4]([SH:9])[N:3]=1.CC(C)([O-])C.[K+].[F:16][C:17]1[C:24]([F:25])=[CH:23][CH:22]=[CH:21][C:18]=1[CH2:19]Br. (4) Reactant: [CH3:1][O:2][CH2:3][C:4]1[CH:9]=[C:8]([C:10]([OH:12])=O)[CH:7]=[CH:6][C:5]=1[C:13]1[CH:18]=[CH:17][CH:16]=[CH:15][C:14]=1[CH3:19].[NH2:20][C:21](=[N:41]O)[C:22]1[CH:31]=[C:30]2[C:25]([CH2:26][CH2:27][N:28]([CH2:32][CH2:33][C:34]([O:36][C:37]([CH3:40])([CH3:39])[CH3:38])=[O:35])[CH2:29]2)=[CH:24][CH:23]=1. Product: [CH3:1][O:2][CH2:3][C:4]1[CH:9]=[C:8]([C:10]2[O:12][N:20]=[C:21]([C:22]3[CH:31]=[C:30]4[C:25]([CH2:26][CH2:27][N:28]([CH2:32][CH2:33][C:34]([O:36][C:37]([CH3:40])([CH3:39])[CH3:38])=[O:35])[CH2:29]4)=[CH:24][CH:23]=3)[N:41]=2)[CH:7]=[CH:6][C:5]=1[C:13]1[CH:18]=[CH:17][CH:16]=[CH:15][C:14]=1[CH3:19]. The catalyst class is: 25. (5) Reactant: FC(F)(F)C(O)=O.[NH2:8][C@H:9]([CH3:18])[C:10]([N:12]1[CH2:15][CH:14]([C:16]#[N:17])[CH2:13]1)=[O:11].[Cl:19][C:20]1[CH:28]=[C:27]2[C:23]([C:24]([C:30]3[N:31]=[C:32]4[C:38]([C:39](O)=[O:40])=[CH:37][N:36]([CH2:42][O:43][CH2:44][CH2:45][Si:46]([CH3:49])([CH3:48])[CH3:47])[C:33]4=[N:34][CH:35]=3)=[N:25][N:26]2[CH3:29])=[C:22]([F:50])[CH:21]=1.F[B-](F)(F)F.N1(OC(N(C)C)=[N+](C)C)C2C=CC=CC=2N=N1.C(N(CC)C(C)C)(C)C. Product: [C:16]([CH:14]1[CH2:13][N:12]([C:10](=[O:11])[C@H:9]([NH:8][C:39]([C:38]2[C:32]3[C:33](=[N:34][CH:35]=[C:30]([C:24]4[C:23]5[C:27](=[CH:28][C:20]([Cl:19])=[CH:21][C:22]=5[F:50])[N:26]([CH3:29])[N:25]=4)[N:31]=3)[N:36]([CH2:42][O:43][CH2:44][CH2:45][Si:46]([CH3:49])([CH3:48])[CH3:47])[CH:37]=2)=[O:40])[CH3:18])[CH2:15]1)#[N:17]. The catalyst class is: 647. (6) Reactant: C(Cl)(=O)C(Cl)=O.CS(C)=O.[Si:11]([O:18][CH2:19][CH:20]([OH:44])[CH2:21][N:22]1[CH:26]=[C:25]([C:27]2[CH:32]=[C:31]([CH3:33])[CH:30]=[C:29]([NH:34][C:35]3[N:40]=[C:39]([CH:41]([F:43])[F:42])[CH:38]=[CH:37][N:36]=3)[CH:28]=2)[CH:24]=[N:23]1)([C:14]([CH3:17])([CH3:16])[CH3:15])([CH3:13])[CH3:12].C(N(CC)CC)C. Product: [Si:11]([O:18][CH2:19][C:20](=[O:44])[CH2:21][N:22]1[CH:26]=[C:25]([C:27]2[CH:32]=[C:31]([CH3:33])[CH:30]=[C:29]([NH:34][C:35]3[N:40]=[C:39]([CH:41]([F:42])[F:43])[CH:38]=[CH:37][N:36]=3)[CH:28]=2)[CH:24]=[N:23]1)([C:14]([CH3:15])([CH3:16])[CH3:17])([CH3:13])[CH3:12]. The catalyst class is: 34. (7) The catalyst class is: 9. Reactant: [OH:1][NH:2][C:3]([CH:5]1[CH2:7][CH2:6]1)=[NH:4].[H-].[Na+].[C:10]([O:14][C:15]([NH:17][CH2:18][CH2:19][C:20](OCC)=O)=[O:16])([CH3:13])([CH3:12])[CH3:11].O. Product: [C:10]([O:14][C:15](=[O:16])[NH:17][CH2:18][CH2:19][C:20]1[O:1][N:2]=[C:3]([CH:5]2[CH2:7][CH2:6]2)[N:4]=1)([CH3:13])([CH3:12])[CH3:11]. (8) Reactant: [Cl:1][C:2]1[CH:10]=[CH:9][C:8]([C:11]2[N:12]([C:22]([O:24][C:25]([CH3:28])([CH3:27])[CH3:26])=[O:23])[C:13]3[C:18]([CH:19]=2)=[CH:17][C:16]([CH:20]=O)=[CH:15][CH:14]=3)=[C:7]2[C:3]=1[CH2:4][NH:5][C:6]2=[O:29].[C:30]([CH2:32][CH2:33][N:34]1[CH2:39][CH2:38][NH:37][CH2:36][CH2:35]1)#[N:31].C(O)(=O)C.C(O[BH-](OC(=O)C)OC(=O)C)(=O)C.[Na+].C(=O)([O-])[O-].[Na+].[Na+]. Product: [Cl:1][C:2]1[CH:10]=[CH:9][C:8]([C:11]2[N:12]([C:22]([O:24][C:25]([CH3:27])([CH3:26])[CH3:28])=[O:23])[C:13]3[C:18]([CH:19]=2)=[CH:17][C:16]([CH2:20][N:37]2[CH2:38][CH2:39][N:34]([CH2:33][CH2:32][C:30]#[N:31])[CH2:35][CH2:36]2)=[CH:15][CH:14]=3)=[C:7]2[C:3]=1[CH2:4][NH:5][C:6]2=[O:29]. The catalyst class is: 47. (9) Reactant: [P:1]([O:39]C)([O:37]C)([O:3][CH2:4][CH2:5][C@@H:6]([NH:23][C:24]([C:26]1[CH:31]=[CH:30][C:29]([O:32][CH:33]([CH3:35])[CH3:34])=[C:28]([Cl:36])[CH:27]=1)=[O:25])[CH2:7][C:8]1[CH:13]=[CH:12][C:11]([C:14]2[N:15]=[C:16]([C:20](=[O:22])[CH3:21])[N:17]([CH3:19])[CH:18]=2)=[CH:10][CH:9]=1)=[O:2]. Product: [P:1]([OH:37])([OH:39])([O:3][CH2:4][CH2:5][C@@H:6]([NH:23][C:24]([C:26]1[CH:31]=[CH:30][C:29]([O:32][CH:33]([CH3:35])[CH3:34])=[C:28]([Cl:36])[CH:27]=1)=[O:25])[CH2:7][C:8]1[CH:13]=[CH:12][C:11]([C:14]2[N:15]=[C:16]([C:20](=[O:22])[CH3:21])[N:17]([CH3:19])[CH:18]=2)=[CH:10][CH:9]=1)=[O:2]. The catalyst class is: 844. (10) Reactant: FC(F)(F)C(O)=O.[Cl:8][C:9]1[C:10]([F:38])=[C:11]([CH:15]2[C:19]([C:28]#[N:29])([C:20]3[CH:25]=[CH:24][C:23]([Cl:26])=[CH:22][C:21]=3[Cl:27])[CH:18]([CH2:30][C:31]([CH3:34])([CH3:33])[CH3:32])[NH:17][CH:16]2[C:35](O)=[O:36])[CH:12]=[CH:13][CH:14]=1.CC1(C)[O:44][C@@H:43]([CH2:45][CH2:46][NH2:47])[CH2:42][O:41]1.CN(C(ON1N=NC2C=CC=NC1=2)=[N+](C)C)C.F[P-](F)(F)(F)(F)F.CCN(C(C)C)C(C)C.Cl. Product: [OH:44][C@H:43]([CH2:42][OH:41])[CH2:45][CH2:46][NH:47][C:35]([CH:16]1[CH:15]([C:11]2[CH:12]=[CH:13][CH:14]=[C:9]([Cl:8])[C:10]=2[F:38])[C:19]([C:28]#[N:29])([C:20]2[CH:25]=[CH:24][C:23]([Cl:26])=[CH:22][C:21]=2[Cl:27])[CH:18]([CH2:30][C:31]([CH3:34])([CH3:33])[CH3:32])[NH:17]1)=[O:36]. The catalyst class is: 539.